This data is from Forward reaction prediction with 1.9M reactions from USPTO patents (1976-2016). The task is: Predict the product of the given reaction. (1) Given the reactants [Al+3].[Cl-].[Cl-].[Cl-].[C:5]1([CH2:11][CH2:12][CH2:13][CH2:14][CH2:15][CH2:16][CH2:17][CH3:18])[CH:10]=[CH:9][CH:8]=[CH:7][CH:6]=1.[Br:19][CH2:20][C:21](Br)=[O:22], predict the reaction product. The product is: [Br:19][CH2:20][C:21]([C:8]1[CH:9]=[CH:10][C:5]([CH2:11][CH2:12][CH2:13][CH2:14][CH2:15][CH2:16][CH2:17][CH3:18])=[CH:6][CH:7]=1)=[O:22]. (2) Given the reactants Cl.[N:2]1([C:8]2[C:12]3[CH:13]=[CH:14][CH:15]=[CH:16][C:11]=3[S:10][N:9]=2)[CH2:7][CH2:6][NH:5][CH2:4][CH2:3]1.S(C1C=CC(C)=CC=1)(O[CH2:21][CH2:22][C:23]1[CH:28]=[CH:27][CH:26]=[C:25]([CH3:29])[C:24]=1[N+:30]([O-:32])=[O:31])(=O)=O, predict the reaction product. The product is: [CH3:29][C:25]1[C:24]([N+:30]([O-:32])=[O:31])=[C:23]([CH2:22][CH2:21][N:5]2[CH2:6][CH2:7][N:2]([C:8]3[C:12]4[CH:13]=[CH:14][CH:15]=[CH:16][C:11]=4[S:10][N:9]=3)[CH2:3][CH2:4]2)[CH:28]=[CH:27][CH:26]=1.